This data is from Full USPTO retrosynthesis dataset with 1.9M reactions from patents (1976-2016). The task is: Predict the reactants needed to synthesize the given product. (1) Given the product [Cl:1][C:2]1[C:7]([O:8][CH3:9])=[CH:6][CH:5]=[CH:4][N:3]=1, predict the reactants needed to synthesize it. The reactants are: [Cl:1][C:2]1[C:7]([OH:8])=[CH:6][CH:5]=[CH:4][N:3]=1.[CH3:9][O-].[Na+].CI. (2) Given the product [Cl:2][C:3]1[N:4]=[C:5]([S:13][CH2:14][C:15]2[CH:20]=[CH:19][CH:18]=[CH:17][CH:16]=2)[N:6]=[C:7]([NH2:24])[C:8]=1[N+:9]([O-:11])=[O:10], predict the reactants needed to synthesize it. The reactants are: N.[Cl:2][C:3]1[C:8]([N+:9]([O-:11])=[O:10])=[C:7](Cl)[N:6]=[C:5]([S:13][CH2:14][C:15]2[CH:20]=[CH:19][CH:18]=[CH:17][CH:16]=2)[N:4]=1.C([N:24](C(C)C)CC)(C)C.